This data is from Full USPTO retrosynthesis dataset with 1.9M reactions from patents (1976-2016). The task is: Predict the reactants needed to synthesize the given product. (1) Given the product [Br:1][C:2]1[CH:18]=[CH:17][C:5]2[N:6]=[C:7]([C:9]3[CH:14]=[CH:13][C:12]([CH2:15][N:22]4[CH2:21][CH2:20][N:19]([C:25]([O:27][C:28]([CH3:31])([CH3:30])[CH3:29])=[O:26])[CH2:24][CH2:23]4)=[CH:11][CH:10]=3)[O:8][C:4]=2[CH:3]=1, predict the reactants needed to synthesize it. The reactants are: [Br:1][C:2]1[CH:18]=[CH:17][C:5]2[N:6]=[C:7]([C:9]3[CH:14]=[CH:13][C:12]([CH2:15]Br)=[CH:11][CH:10]=3)[O:8][C:4]=2[CH:3]=1.[N:19]1([C:25]([O:27][C:28]([CH3:31])([CH3:30])[CH3:29])=[O:26])[CH2:24][CH2:23][NH:22][CH2:21][CH2:20]1. (2) Given the product [F:27][C:10]1[C:9]2[C:5]([CH2:4][C:3]([OH:28])=[O:2])=[CH:6][S:7][C:8]=2[CH:13]=[C:12]([O:14][CH2:15][C:16]2[C:17]([CH3:26])=[N:18][C:19]([C:22]([F:23])([F:24])[F:25])=[CH:20][CH:21]=2)[CH:11]=1, predict the reactants needed to synthesize it. The reactants are: C[O:2][C:3](=[O:28])[CH2:4][C:5]1[C:9]2[C:10]([F:27])=[CH:11][C:12]([O:14][CH2:15][C:16]3[C:17]([CH3:26])=[N:18][C:19]([C:22]([F:25])([F:24])[F:23])=[CH:20][CH:21]=3)=[CH:13][C:8]=2[S:7][CH:6]=1.[OH-].[Na+].C1COCC1.Cl. (3) Given the product [Br:1][C:2]1[CH:7]=[CH:6][C:5](/[C:8](/[C:12]2[CH:17]=[CH:16][C:15]([C:18]([F:19])([F:20])[F:21])=[CH:14][CH:13]=2)=[CH:9]/[CH2:10][O:11][C:23]2[CH:34]=[CH:33][C:26]([O:27][CH2:28][C:29]([O:31][CH3:32])=[O:30])=[C:25]([CH3:35])[CH:24]=2)=[CH:4][CH:3]=1, predict the reactants needed to synthesize it. The reactants are: [Br:1][C:2]1[CH:7]=[CH:6][C:5](/[C:8](/[C:12]2[CH:17]=[CH:16][C:15]([C:18]([F:21])([F:20])[F:19])=[CH:14][CH:13]=2)=[CH:9]/[CH2:10][OH:11])=[CH:4][CH:3]=1.O[C:23]1[CH:34]=[CH:33][C:26]([O:27][CH2:28][C:29]([O:31][CH3:32])=[O:30])=[C:25]([CH3:35])[CH:24]=1.C1(P(C2C=CC=CC=2)C2C=CC=CC=2)C=CC=CC=1.N(C(OC(C)C)=O)=NC(OC(C)C)=O. (4) The reactants are: [BH4-].[Na+].Br[CH2:4][C:5]([C:7]1[CH:11]=[CH:10][S:9][C:8]=1[S:12]([NH2:15])(=[O:14])=[O:13])=[O:6].[OH-].[Na+].Cl. Given the product [OH:6][CH:5]1[C:7]2[CH:11]=[CH:10][S:9][C:8]=2[S:12](=[O:14])(=[O:13])[NH:15][CH2:4]1, predict the reactants needed to synthesize it. (5) Given the product [CH:1]1([NH:4][C:5]2[N:6]=[CH:7][N:8]=[C:9]([C:11]3[C:12]([NH:17][C:18]4[CH:23]=[C:22]([NH2:24])[CH:21]=[CH:20][C:19]=4[CH3:27])=[N:13][CH:14]=[CH:15][CH:16]=3)[CH:10]=2)[CH2:2][CH2:3]1, predict the reactants needed to synthesize it. The reactants are: [CH:1]1([NH:4][C:5]2[CH:10]=[C:9]([C:11]3[C:12]([NH:17][C:18]4[CH:23]=[C:22]([N+:24]([O-])=O)[CH:21]=[CH:20][C:19]=4[CH3:27])=[N:13][CH:14]=[CH:15][CH:16]=3)[N:8]=[CH:7][N:6]=2)[CH2:3][CH2:2]1. (6) Given the product [C:2]([C:7]1[O:11][C:10]([CH2:12][N:13]2[N:17]=[C:16]([NH:18][C:31]([C:27]3[N:28]=[CH:29][O:30][C:26]=3[C:23]3[CH:24]=[CH:25][C:20]([F:19])=[CH:21][CH:22]=3)=[O:32])[CH:15]=[N:14]2)=[CH:9][CH:8]=1)(=[O:6])[CH3:1], predict the reactants needed to synthesize it. The reactants are: [CH3:1][C:2]1([C:7]2[O:11][C:10]([CH2:12][N:13]3[N:17]=[C:16]([NH2:18])[CH:15]=[N:14]3)=[CH:9][CH:8]=2)[O:6]CCO1.[F:19][C:20]1[CH:25]=[CH:24][C:23]([C:26]2[O:30][CH:29]=[N:28][C:27]=2[C:31](O)=[O:32])=[CH:22][CH:21]=1.